From a dataset of Full USPTO retrosynthesis dataset with 1.9M reactions from patents (1976-2016). Predict the reactants needed to synthesize the given product. (1) Given the product [OH:10][CH2:9][CH2:11][N:12]1[C:1](=[O:8])[CH2:2][O:3][CH2:4][C:5]1=[O:7], predict the reactants needed to synthesize it. The reactants are: [C:1]1(=[O:8])[O:7][C:5](=O)[CH2:4][O:3][CH2:2]1.[CH2:9]([CH2:11][NH2:12])[OH:10]. (2) Given the product [F:23][CH:2]([F:1])[C:3]1[CH:4]=[CH:5][C:6]([O:9][C:10]2[CH:11]=[C:12]3[C:17](=[CH:18][CH:19]=2)[N:16]=[C:15]([C:20]([N:27]2[CH2:28][CH2:29][N:24]([C:30]([O:32][C:33]([CH3:36])([CH3:35])[CH3:34])=[O:31])[CH2:25][CH2:26]2)=[O:21])[CH:14]=[CH:13]3)=[N:7][CH:8]=1, predict the reactants needed to synthesize it. The reactants are: [F:1][CH:2]([F:23])[C:3]1[CH:4]=[CH:5][C:6]([O:9][C:10]2[CH:11]=[C:12]3[C:17](=[CH:18][CH:19]=2)[N:16]=[C:15]([C:20](O)=[O:21])[CH:14]=[CH:13]3)=[N:7][CH:8]=1.[N:24]1([C:30]([O:32][C:33]([CH3:36])([CH3:35])[CH3:34])=[O:31])[CH2:29][CH2:28][NH:27][CH2:26][CH2:25]1.C(N(CC)CC)C.O.